Dataset: Retrosynthesis with 50K atom-mapped reactions and 10 reaction types from USPTO. Task: Predict the reactants needed to synthesize the given product. Given the product C[C@H](N)C(=O)NC1CCCCC1, predict the reactants needed to synthesize it. The reactants are: C[C@H](NC(=O)OC(C)(C)C)C(=O)NC1CCCCC1.